Dataset: Experimentally validated miRNA-target interactions with 360,000+ pairs, plus equal number of negative samples. Task: Binary Classification. Given a miRNA mature sequence and a target amino acid sequence, predict their likelihood of interaction. (1) The miRNA is hsa-miR-3155a with sequence CCAGGCUCUGCAGUGGGAACU. The protein sequence of the target gene is MAPPPPSPQLLLLAALARLLGPSEVMAGPAEEAGAHCPESLWPLPPQVSPRVTYTRVSPGQAEDVTFLYHPCAHPWLKLQLALLAYACMANPSLTPDFSLTQDRPLVLTAWGLALEMAWVEPAWAAHWLMRRRRRKQRKKKAWIYCESLSGPAPSEPTPGRGRLCRRGCVQALALAFALRSWRPPGTEVTSQGPRQPSSSGAKRRRLRAALGPQPTRSALRFPSASPGSLKAKQSMAGIPGRESNAPSVPTVSLLPGAPGGNASSRTEAQVPNGQGSPGGCVCSSQASPAPRAAAPPRAA.... Result: 0 (no interaction). (2) The miRNA is hsa-miR-6750-5p with sequence CAGGGAACAGCUGGGUGAGCUGCU. The protein sequence of the target gene is MSSLQALCSGLPLRPLPENRGRQAGVPHAPVRTPSLSPVEKQLALRNALRYFPPDVQELLAPEFAQELQLYGHIYMYRFCPDIEMRAYPIEQYPCQTKVAAAIMHMIMNNLDPAVAQFPQELVTYGGNGQVFSNWAQFWLTMFYLSKMTEEQTLVMYSGHPLGLFPSSRSAPRLVITNGMVIPNYSSRTEYEKLFALGVTMYGQMTAGSYCYIGPQGIVHGTVLTVLNAARRYLGIEDLAGKVFVTSGLGGMSGAQAKAAVIVGCIGVIAEVDKAALEKRHRQGWLMEVTDSLDRCIQRL.... Result: 0 (no interaction). (3) The miRNA is hsa-miR-623 with sequence AUCCCUUGCAGGGGCUGUUGGGU. The protein sequence of the target gene is MAGPAPPVADELPGPAARRLYSRMEASCLELALEGERLCKAGDFKTGVAFFEAAVQVGTEDLKTLSAIYSQLGNAYFYLKEHGRALEYHKHDLLLARTIGDRMGEAKASGNLGNTLKVLGRFDEAAVCCQRHLSIAQEQGDKVGEARALYNIGNVYHAKGKQLSWNAANATQDPGHLPPDVRETLCKASEFYERNLSLVKELGDRAAQGRAYGNLGNTHYLLGNFTEATTFHKERLAIAKEFGDKAAERRAYSNLGNAHVFLGRFDVAAEYYKKTLQLSRQLRDQAVEAQACYSLGNTYT.... Result: 0 (no interaction). (4) The miRNA is mmu-miR-546 with sequence AUGGUGGCACGGAGUC. The protein sequence of the target gene is MGLLDPSQKEVLRFAVNCRILTLVLQALFNLIIPDHHADAFCPPRLAPSGSADQLVEGLLGGLSRWDAEHFLFIAEHGYLYEHNFAFFPGFPLALLMGTELLRPLQGLLSQRSCLLVSVALLNLLFSVLAAVALHDLGCLVLHCPRQALCAALLFCISPANVFLAAGYSEALFAFLTFSAMGQLERGRGWASGLLFALAAGVRSNGLVSLGFLLHSQCRGFCSSLAVLSPWKPLVKLMASVCLSVLIVSLPFALFQYRAYIQFCSPGSAPSIPEPLLQLAADKGYRLAGENAPPWCSWDL.... Result: 1 (interaction). (5) The miRNA is hsa-miR-187-3p with sequence UCGUGUCUUGUGUUGCAGCCGG. The protein sequence of the target gene is MKGRRRRRREYCKFALLLVLYTLVLLLVPSVLDGGRDGDKGAEHCPGLQRSLGVWSLEAAAAGEREQGAEARAAEEGGANQSPRFPSNLSGAVGEAVSREKQHIYVHATWRTGSSFLGELFNQHPDVFYLYEPMWHLWQALYPGDAESLQGALRDMLRSLFRCDFSVLRLYAPPGDPAARAPDTANLTTAALFRWRTNKVICSPPLCPGAPRARAEVGLVEDTACERSCPPVAIRALEAECRKYPVVVIKDVRLLDLGVLVPLLRDPGLNLKVVQLFRDPRAVHNSRLKSRQGLLRESIQ.... Result: 0 (no interaction). (6) The miRNA is mmu-miR-494-3p with sequence UGAAACAUACACGGGAAACCUC. The protein sequence of the target gene is MAKRPRTSEEDDDFQYADHDYEISQQRSLKKICNRVKWTRDEDEKLKKLVEQNGTDDWAFIASHLQNRSDFQCQHRWQKVLNPELIKGPWTKEEDQRVIELVQKYGPKRWSLIAKHLKGRIGKQCRERWHNHLNPEVKKSSWTEAEDRVIYEAHKRLGNRWAEIAKLLPGRTDNSIKNHWNSTMRRKVEQEGYLQDGTKSSSERTGSSTLAQKPCVTMEHLHTQNQFYIPVQTHIPVYQYASPEDSCIEHASASANLVQQSFIDDDPDKEKKIKELELLLMSTENEIRRKRLSSQAGSLP.... Result: 0 (no interaction).